Dataset: Full USPTO retrosynthesis dataset with 1.9M reactions from patents (1976-2016). Task: Predict the reactants needed to synthesize the given product. Given the product [CH:1]12[CH2:7][CH:4]([CH2:5][CH2:6]1)[CH2:3][CH:2]2[CH:8]([OH:9])[C:10]([CH3:12])=[CH2:11], predict the reactants needed to synthesize it. The reactants are: [CH:1]12[CH2:7][CH:4]([CH2:5][CH2:6]1)[CH2:3][CH:2]2[CH:8]=[O:9].[C:10]([Mg]Br)([CH3:12])=[CH2:11].[Cl-].[NH4+].